Dataset: Catalyst prediction with 721,799 reactions and 888 catalyst types from USPTO. Task: Predict which catalyst facilitates the given reaction. (1) Reactant: C([C:3]1([CH2:19][O:20][CH3:21])[CH2:8][C:7]([C:9]([O:11]C)=[O:10])=[CH:6][CH:5]=[C:4]1[C:13]1[CH:18]=[CH:17][CH:16]=[CH:15][CH:14]=1)C.O.[OH-].[Li+].[CH2:25]1COC[CH2:26]1. Product: [CH2:25]([C:14]1[CH:15]=[CH:16][CH:17]=[CH:18][C:13]=1[C:4]1[CH:5]=[CH:6][C:7]([C:9]([OH:11])=[O:10])=[CH:8][C:3]=1[CH2:19][O:20][CH3:21])[CH3:26]. The catalyst class is: 6. (2) Reactant: [S:1]([C:5]1[CH:13]=[CH:12][C:8]([C:9]([OH:11])=[O:10])=[CH:7][CH:6]=1)(=[O:4])(=[O:3])[NH2:2].C(=O)(O)[O-].[Na+].[CH2:19](I)[CH:20]=[CH2:21]. Product: [CH2:21]([O:10][C:9](=[O:11])[C:8]1[CH:7]=[CH:6][C:5]([S:1](=[O:3])(=[O:4])[NH2:2])=[CH:13][CH:12]=1)[CH:20]=[CH2:19]. The catalyst class is: 3. (3) Reactant: [Cl:1][C:2]1[CH:3]=[C:4]([CH:6]=[CH:7][CH:8]=1)[NH2:5].[Br:9][CH2:10][C:11](Br)=[O:12].C(=O)([O-])O.[Na+].O. Product: [Br:9][CH2:10][C:11]([NH:5][C:4]1[CH:6]=[CH:7][CH:8]=[C:2]([Cl:1])[CH:3]=1)=[O:12]. The catalyst class is: 4. (4) Reactant: [CH2:1]=[C:2]1[C:10]2[CH:9]=[CH:8][CH:7]=[C:6]([OH:11])[C:5]=2[CH2:4][CH2:3]1.[H][H]. Product: [CH3:1][CH:2]1[C:10]2[CH:9]=[CH:8][CH:7]=[C:6]([OH:11])[C:5]=2[CH2:4][CH2:3]1. The catalyst class is: 515.